Dataset: Forward reaction prediction with 1.9M reactions from USPTO patents (1976-2016). Task: Predict the product of the given reaction. (1) Given the reactants [Cl:1][C:2]1[CH:3]=[C:4]([CH:6]=[C:7]([Cl:9])[CH:8]=1)[NH2:5].C([O-])(O)=O.[Na+].[C:15](Cl)(Cl)=[S:16], predict the reaction product. The product is: [Cl:1][C:2]1[CH:3]=[C:4]([N:5]=[C:15]=[S:16])[CH:6]=[C:7]([Cl:9])[CH:8]=1. (2) Given the reactants Cl.[N:2]1([CH2:7][C:8]([OH:10])=O)[CH:6]=[N:5][CH:4]=[N:3]1.[CH2:11]([C@H:18]1[CH2:22][NH:21][C@H:20]([C:23]([NH:25][C:26]2[CH:31]=[CH:30][C:29]([O:32][C:33]3[CH:38]=[CH:37][C:36]([Cl:39])=[CH:35][CH:34]=3)=[CH:28][CH:27]=2)=[O:24])[CH2:19]1)[C:12]1[CH:17]=[CH:16][CH:15]=[CH:14][CH:13]=1, predict the reaction product. The product is: [N:2]1([CH2:7][C:8]([N:21]2[CH2:22][C@H:18]([CH2:11][C:12]3[CH:17]=[CH:16][CH:15]=[CH:14][CH:13]=3)[CH2:19][C@H:20]2[C:23]([NH:25][C:26]2[CH:31]=[CH:30][C:29]([O:32][C:33]3[CH:38]=[CH:37][C:36]([Cl:39])=[CH:35][CH:34]=3)=[CH:28][CH:27]=2)=[O:24])=[O:10])[CH:6]=[N:5][CH:4]=[N:3]1. (3) Given the reactants [C:1]([C:5]1[C:6]([Cl:29])=[C:7]([C:11]2[NH:28][C:14]3[C:15]([O:26][CH3:27])=[N:16][C:17]([C:19]4[CH:24]=[CH:23][CH:22]=[CH:21][C:20]=4[Cl:25])=[CH:18][C:13]=3[N:12]=2)[N:8]([CH3:10])[N:9]=1)([CH3:4])([CH3:3])[CH3:2].[CH3:30][S:31]([OH:34])(=[O:33])=[O:32], predict the reaction product. The product is: [CH3:30][S:31]([OH:34])(=[O:33])=[O:32].[C:1]([C:5]1[C:6]([Cl:29])=[C:7]([C:11]2[NH:28][C:14]3[C:15]([O:26][CH3:27])=[N:16][C:17]([C:19]4[CH:24]=[CH:23][CH:22]=[CH:21][C:20]=4[Cl:25])=[CH:18][C:13]=3[N:12]=2)[N:8]([CH3:10])[N:9]=1)([CH3:4])([CH3:2])[CH3:3].